Dataset: Catalyst prediction with 721,799 reactions and 888 catalyst types from USPTO. Task: Predict which catalyst facilitates the given reaction. (1) Reactant: Cl[C:2]1[N:7]=[C:6]([Cl:8])[N:5]=[C:4]([O:9][CH2:10][C:11]([F:14])([F:13])[F:12])[N:3]=1.[NH2:15][C:16]1[CH:25]=[CH:24][C:19]([C:20]([O:22][CH3:23])=[O:21])=[C:18]([O:26][CH2:27][CH2:28][CH2:29][Cl:30])[CH:17]=1. Product: [Cl:8][C:6]1[N:5]=[C:4]([O:9][CH2:10][C:11]([F:14])([F:13])[F:12])[N:3]=[C:2]([NH:15][C:16]2[CH:25]=[CH:24][C:19]([C:20]([O:22][CH3:23])=[O:21])=[C:18]([O:26][CH2:27][CH2:28][CH2:29][Cl:30])[CH:17]=2)[N:7]=1. The catalyst class is: 677. (2) Reactant: [CH3:1][C:2]([CH3:15])([CH2:6][O:7][CH2:8][C:9]1[CH:14]=[CH:13][CH:12]=[CH:11][CH:10]=1)[C:3](O)=[O:4].C(Cl)(=O)C([Cl:19])=O. Product: [CH3:1][C:2]([CH3:15])([CH2:6][O:7][CH2:8][C:9]1[CH:14]=[CH:13][CH:12]=[CH:11][CH:10]=1)[C:3]([Cl:19])=[O:4]. The catalyst class is: 204. (3) Reactant: [Cl:1][C:2]1[N:11]=[C:10]2[C:5]([CH2:6][CH2:7][CH2:8][NH:9]2)=[CH:4][CH:3]=1.[CH3:12][C:13]([O:16][C:17](O[C:17]([O:16][C:13]([CH3:15])([CH3:14])[CH3:12])=[O:18])=[O:18])([CH3:15])[CH3:14].O. Product: [Cl:1][C:2]1[N:11]=[C:10]2[C:5]([CH2:6][CH2:7][CH2:8][N:9]2[C:17]([O:16][C:13]([CH3:15])([CH3:14])[CH3:12])=[O:18])=[CH:4][CH:3]=1. The catalyst class is: 630. (4) Reactant: [H-].[Al+3].[Li+].[H-].[H-].[H-].C([O:9][C:10]([C:12]1[C:13]([NH2:25])=[N:14][C:15]([N:18]2[CH2:23][CH2:22][N:21]([CH3:24])[CH2:20][CH2:19]2)=[N:16][CH:17]=1)=O)C. Product: [NH2:25][C:13]1[C:12]([CH2:10][OH:9])=[CH:17][N:16]=[C:15]([N:18]2[CH2:23][CH2:22][N:21]([CH3:24])[CH2:20][CH2:19]2)[N:14]=1. The catalyst class is: 7. (5) Reactant: C(OC([N:8]1[CH2:13][CH2:12][N:11]([C:14]2[CH:15]=[CH:16][CH:17]=[C:18]3[C:23]=2[N:22]=[CH:21][CH:20]=[C:19]3[S:24]([C:27]2[CH:32]=[CH:31][CH:30]=[CH:29][CH:28]=2)(=[O:26])=[O:25])[CH2:10][CH2:9]1)=O)(C)(C)C.FC(F)(F)C(O)=O. Product: [C:27]1([S:24]([C:19]2[C:18]3[C:23](=[C:14]([N:11]4[CH2:12][CH2:13][NH:8][CH2:9][CH2:10]4)[CH:15]=[CH:16][CH:17]=3)[N:22]=[CH:21][CH:20]=2)(=[O:25])=[O:26])[CH:28]=[CH:29][CH:30]=[CH:31][CH:32]=1. The catalyst class is: 2.